Task: Predict which catalyst facilitates the given reaction.. Dataset: Catalyst prediction with 721,799 reactions and 888 catalyst types from USPTO (1) Reactant: [CH3:1][O:2][C:3]1[CH:4]=[C:5]([C:11]2[C@@H:20]3[C@@H:15]([CH2:16][CH2:17][CH2:18][CH2:19]3)[C:14](=[O:21])[N:13]([CH:22]3[CH2:27][CH2:26][N:25]([C:28](=[O:49])[C@H:29]([NH:41]C(=O)OC(C)(C)C)[CH2:30][C:31]4[C:39]5[C:34](=[CH:35][CH:36]=[CH:37][CH:38]=5)[N:33]([CH3:40])[CH:32]=4)[CH2:24][CH2:23]3)[N:12]=2)[CH:6]=[CH:7][C:8]=1[O:9][CH3:10].FC(F)(F)C(O)=O. Product: [OH-:2].[NH4+:12].[NH2:41][C@H:29]([CH2:30][C:31]1[C:39]2[C:34](=[CH:35][CH:36]=[CH:37][CH:38]=2)[N:33]([CH3:40])[CH:32]=1)[C:28]([N:25]1[CH2:24][CH2:23][CH:22]([N:13]2[N:12]=[C:11]([C:5]3[CH:6]=[CH:7][C:8]([O:9][CH3:10])=[C:3]([O:2][CH3:1])[CH:4]=3)[C@@H:20]3[C@@H:15]([CH2:16][CH2:17][CH2:18][CH2:19]3)[C:14]2=[O:21])[CH2:27][CH2:26]1)=[O:49]. The catalyst class is: 2. (2) Reactant: Cl[CH2:2][C:3]1[CH:22]=[CH:21][C:6]([O:7][CH2:8][C:9]2[N:10]=[C:11]([C:15]3[CH:20]=[CH:19][CH:18]=[CH:17][CH:16]=3)[O:12][C:13]=2[CH3:14])=[CH:5][CH:4]=1.[OH:23][C:24]1[CH:25]=[CH:26][C:27]([CH2:36][CH2:37][CH3:38])=[C:28]([CH:35]=1)[O:29][CH2:30][C:31]([O:33][CH3:34])=[O:32].C(=O)([O-])[O-].[K+].[K+].CN(C)C=O. Product: [CH3:14][C:13]1[O:12][C:11]([C:15]2[CH:20]=[CH:19][CH:18]=[CH:17][CH:16]=2)=[N:10][C:9]=1[CH2:8][O:7][C:6]1[CH:21]=[CH:22][C:3]([CH2:2][O:23][C:24]2[CH:25]=[CH:26][C:27]([CH2:36][CH2:37][CH3:38])=[C:28]([CH:35]=2)[O:29][CH2:30][C:31]([O:33][CH3:34])=[O:32])=[CH:4][CH:5]=1. The catalyst class is: 6. (3) Reactant: FC(F)(F)S(O[C:7]1[C:12]([C:13]2[CH:18]=[CH:17][N:16]=[CH:15][CH:14]=2)=[CH:11][CH:10]=[CH:9][C:8]=1[CH:19]1[O:24][CH2:23][CH2:22][CH2:21][O:20]1)(=O)=O.CC1(C)C(C)(C)OB([C:35]2[CH:52]=[CH:51][C:38]([O:39][CH2:40][C:41]3[CH:50]=[CH:49][C:48]4[C:43](=[CH:44][CH:45]=[CH:46][CH:47]=4)[N:42]=3)=[CH:37][CH:36]=2)O1.C([O-])([O-])=O.[Na+].[Na+]. Product: [O:20]1[CH2:21][CH2:22][CH2:23][O:24][CH:19]1[C:8]1[CH:9]=[CH:10][CH:11]=[C:12]([C:13]2[CH:18]=[CH:17][N:16]=[CH:15][CH:14]=2)[C:7]=1[C:35]1[CH:36]=[CH:37][C:38]([O:39][CH2:40][C:41]2[CH:50]=[CH:49][C:48]3[C:43](=[CH:44][CH:45]=[CH:46][CH:47]=3)[N:42]=2)=[CH:51][CH:52]=1. The catalyst class is: 12.